Task: Predict the product of the given reaction.. Dataset: Forward reaction prediction with 1.9M reactions from USPTO patents (1976-2016) (1) Given the reactants [C:1]([C:3]1[CH:4]=[C:5]([B:9]([OH:11])[OH:10])[CH:6]=[CH:7][CH:8]=1)#[N:2].[OH-:12].[K+].Cl, predict the reaction product. The product is: [NH2:2][C:1]([C:3]1[CH:4]=[C:5]([B:9]([OH:11])[OH:10])[CH:6]=[CH:7][CH:8]=1)=[O:12]. (2) Given the reactants [OH:1][CH:2]1[CH2:7][CH2:6][N:5]([C:8]([O:10][C:11]([CH3:14])([CH3:13])[CH3:12])=[O:9])[CH2:4][CH2:3]1.[H-].[Na+].[CH2:17](Br)[CH:18]=[CH2:19], predict the reaction product. The product is: [CH2:19]([O:1][CH:2]1[CH2:3][CH2:4][N:5]([C:8]([O:10][C:11]([CH3:14])([CH3:13])[CH3:12])=[O:9])[CH2:6][CH2:7]1)[CH:18]=[CH2:17]. (3) Given the reactants [N:1]1([CH2:7][C:8]2[CH:13]=[CH:12][C:11]([C:14]3[CH:27]=[N:26][C:17]4[NH:18][C:19]5[CH:24]=[N:23][C:22]([NH2:25])=[CH:21][C:20]=5[C:16]=4[CH:15]=3)=[CH:10][CH:9]=2)[CH2:6][CH2:5][CH2:4][CH2:3][CH2:2]1.[C:28](Cl)(=[O:32])[CH:29]([CH3:31])[CH3:30].CCN(C(C)C)C(C)C.C(=O)(O)[O-].[Na+], predict the reaction product. The product is: [N:1]1([CH2:7][C:8]2[CH:13]=[CH:12][C:11]([C:14]3[CH:27]=[N:26][C:17]4[NH:18][C:19]5[CH:24]=[N:23][C:22]([NH:25][C:28](=[O:32])[CH:29]([CH3:31])[CH3:30])=[CH:21][C:20]=5[C:16]=4[CH:15]=3)=[CH:10][CH:9]=2)[CH2:6][CH2:5][CH2:4][CH2:3][CH2:2]1. (4) Given the reactants [NH2:1][C:2]1[S:6][C:5]([NH:7][C:8]2[CH:13]=[CH:12][C:11]([O:14][CH3:15])=[CH:10][CH:9]=2)=[N:4][C:3]=1[C:16]([NH2:18])=[O:17].C(N(CC)C(C)C)(C)C.Cl[CH2:29][C:30]1[CH:38]=[CH:37][C:33]([C:34](Cl)=[O:35])=[CH:32][CH:31]=1.[CH3:39][N:40]1[CH2:45][CH2:44][NH:43][CH2:42][CH2:41]1, predict the reaction product. The product is: [CH3:15][O:14][C:11]1[CH:10]=[CH:9][C:8]([NH:7][C:5]2[S:6][C:2]([NH:1][C:34](=[O:35])[C:33]3[CH:37]=[CH:38][C:30]([CH2:29][N:43]4[CH2:44][CH2:45][N:40]([CH3:39])[CH2:41][CH2:42]4)=[CH:31][CH:32]=3)=[C:3]([C:16]([NH2:18])=[O:17])[N:4]=2)=[CH:13][CH:12]=1. (5) Given the reactants Cl.[NH2:2][OH:3].[OH-].[K+].NO.[CH3:8][N:9]1[C:18](=[O:19])[C:17]2[C:12](=[CH:13][C:14]([C:20](OC)=[O:21])=[CH:15][CH:16]=2)[NH:11][C:10]1=[O:24].C(O)(=O)C, predict the reaction product. The product is: [OH:3][NH:2][C:20]([C:14]1[CH:13]=[C:12]2[C:17]([C:18](=[O:19])[N:9]([CH3:8])[C:10](=[O:24])[NH:11]2)=[CH:16][CH:15]=1)=[O:21]. (6) Given the reactants [C:1]([C:5]1[O:9][N:8]=[C:7]([NH:10][C:11]([NH:13][C:14]2[CH:19]=[CH:18][CH:17]=[C:16]([O:20][C:21]3[C:30]4[C:25](=[CH:26][C:27]([O:33][CH2:34][CH2:35][CH2:36]Cl)=[C:28]([O:31][CH3:32])[CH:29]=4)[N:24]=[CH:23][N:22]=3)[CH:15]=2)=[O:12])[CH:6]=1)([CH3:4])([CH3:3])[CH3:2].[NH:38]1[CH2:43][CH2:42][S:41](=[O:45])(=[O:44])[CH2:40][CH2:39]1.C(N(C(C)C)CC)(C)C, predict the reaction product. The product is: [C:1]([C:5]1[O:9][N:8]=[C:7]([NH:10][C:11]([NH:13][C:14]2[CH:19]=[CH:18][CH:17]=[C:16]([O:20][C:21]3[C:30]4[C:25](=[CH:26][C:27]([O:33][CH2:34][CH2:35][CH2:36][N:38]5[CH2:43][CH2:42][S:41](=[O:45])(=[O:44])[CH2:40][CH2:39]5)=[C:28]([O:31][CH3:32])[CH:29]=4)[N:24]=[CH:23][N:22]=3)[CH:15]=2)=[O:12])[CH:6]=1)([CH3:4])([CH3:3])[CH3:2]. (7) Given the reactants [NH2:1][NH:2][C:3]([NH2:5])=[S:4].[NH2:6][C:7]1[CH:8]=[C:9]([CH:12]=[CH:13][CH:14]=1)[C:10]#N.C([O-])(O)=O.[Na+], predict the reaction product. The product is: [NH2:6][C:7]1[CH:8]=[C:9]([C:10]2[S:4][C:3]([NH2:5])=[N:2][N:1]=2)[CH:12]=[CH:13][CH:14]=1. (8) Given the reactants [CH2:1]([O:3][C:4]1[CH:9]=[CH:8][C:7]([C:10](=[O:16])[CH2:11][CH2:12][C:13]([OH:15])=O)=[CH:6][CH:5]=1)[CH3:2].[CH2:17]([C:24]1[S:28][C:27]([NH2:29])=[N:26][C:25]=1[C:30]1[CH:35]=[CH:34][CH:33]=[CH:32][CH:31]=1)[C:18]1[CH:23]=[CH:22][CH:21]=[CH:20][CH:19]=1.CCN=C=NCCCN(C)C.C1C=CC2N(O)N=NC=2C=1, predict the reaction product. The product is: [CH2:17]([C:24]1[S:28][C:27]([NH:29][C:13](=[O:15])[CH2:12][CH2:11][C:10]([C:7]2[CH:6]=[CH:5][C:4]([O:3][CH2:1][CH3:2])=[CH:9][CH:8]=2)=[O:16])=[N:26][C:25]=1[C:30]1[CH:35]=[CH:34][CH:33]=[CH:32][CH:31]=1)[C:18]1[CH:19]=[CH:20][CH:21]=[CH:22][CH:23]=1.